The task is: Predict the product of the given reaction.. This data is from Forward reaction prediction with 1.9M reactions from USPTO patents (1976-2016). Given the reactants [CH:1]1([CH2:5][OH:6])[CH2:4][CH2:3][CH2:2]1.[Na].[Br:8][C:9]1[C:10]([CH3:16])=[CH:11][C:12](Cl)=[N:13][CH:14]=1.Cl, predict the reaction product. The product is: [Br:8][C:9]1[C:10]([CH3:16])=[CH:11][C:12]([O:6][CH2:5][CH:1]2[CH2:4][CH2:3][CH2:2]2)=[N:13][CH:14]=1.